From a dataset of Peptide-MHC class II binding affinity with 134,281 pairs from IEDB. Regression. Given a peptide amino acid sequence and an MHC pseudo amino acid sequence, predict their binding affinity value. This is MHC class II binding data. (1) The peptide sequence is AAKEDFLGCLVKEIP. The MHC is HLA-DPA10201-DPB11401 with pseudo-sequence HLA-DPA10201-DPB11401. The binding affinity (normalized) is 0.186. (2) The peptide sequence is ALKESWGAIWRIDT. The MHC is DRB1_0301 with pseudo-sequence DRB1_0301. The binding affinity (normalized) is 0.225. (3) The peptide sequence is DWSTRLRNDGNAI. The MHC is HLA-DPA10201-DPB10101 with pseudo-sequence HLA-DPA10201-DPB10101. The binding affinity (normalized) is 0.187. (4) The peptide sequence is GAVDIINKWQVVAPQ. The MHC is DRB3_0202 with pseudo-sequence DRB3_0202. The binding affinity (normalized) is 0.325. (5) The peptide sequence is NHFFNHHKVMLLGHS. The MHC is DRB4_0101 with pseudo-sequence DRB4_0103. The binding affinity (normalized) is 0.706. (6) The peptide sequence is DKGILTVSVAVSEGK. The MHC is DRB1_0301 with pseudo-sequence DRB1_0301. The binding affinity (normalized) is 0.476. (7) The peptide sequence is FDSFVASLTEALRVI. The MHC is DRB1_1001 with pseudo-sequence DRB1_1001. The binding affinity (normalized) is 0.773. (8) The peptide sequence is YDKFLANVSTVLTMK. The MHC is DRB1_0802 with pseudo-sequence DRB1_0802. The binding affinity (normalized) is 0.853.